Dataset: Forward reaction prediction with 1.9M reactions from USPTO patents (1976-2016). Task: Predict the product of the given reaction. (1) The product is: [C:1]([C:4]1[CH:9]=[CH:8][C:7]([Cl:10])=[CH:6][C:5]=1/[CH:11]=[CH:12]/[C:13]([OH:15])=[O:14])(=[O:3])[CH3:2]. Given the reactants [C:1]([C:4]1[CH:9]=[CH:8][C:7]([Cl:10])=[CH:6][C:5]=1/[CH:11]=[CH:12]/[C:13]([O:15]C(C)(C)C)=[O:14])(=[O:3])[CH3:2], predict the reaction product. (2) Given the reactants [Cl:1][C:2]1[CH:10]=[CH:9][C:5]([C:6](O)=[O:7])=[CH:4][C:3]=1[NH:11][C:12]([C:14]1[C:26](=[O:27])[NH:25][C:17]2[N:18]=[C:19]([O:23][CH3:24])[N:20]=[C:21]([CH3:22])[C:16]=2[CH:15]=1)=[O:13].[C:28]([O:32][C:33](=[O:44])[NH:34][CH2:35][CH:36]([NH2:43])[C:37]1[CH:42]=[CH:41][CH:40]=[CH:39][CH:38]=1)([CH3:31])([CH3:30])[CH3:29].C(N(CC)CC)C.CN(C(ON1N=NC2C=CC=NC1=2)=[N+](C)C)C.F[P-](F)(F)(F)(F)F, predict the reaction product. The product is: [Cl:1][C:2]1[CH:10]=[CH:9][C:5]([C:6]([NH:43][CH:36]([C:37]2[CH:38]=[CH:39][CH:40]=[CH:41][CH:42]=2)[CH2:35][NH:34][C:33](=[O:44])[O:32][C:28]([CH3:31])([CH3:29])[CH3:30])=[O:7])=[CH:4][C:3]=1[NH:11][C:12]([C:14]1[C:26](=[O:27])[NH:25][C:17]2[N:18]=[C:19]([O:23][CH3:24])[N:20]=[C:21]([CH3:22])[C:16]=2[CH:15]=1)=[O:13]. (3) Given the reactants Cl[CH2:2][C:3]1[CH:8]=[CH:7][C:6]([O:9][CH3:10])=[CH:5][CH:4]=1.[CH3:11][O:12][CH2:13][C:14]1[C:18]([C:19]([O:21][CH3:22])=[O:20])=[CH:17][NH:16][N:15]=1.C([O-])([O-])=O.[K+].[K+], predict the reaction product. The product is: [CH3:10][O:9][C:6]1[CH:7]=[CH:8][C:3]([CH2:2][N:15]2[C:14]([CH2:13][O:12][CH3:11])=[C:18]([C:19]([O:21][CH3:22])=[O:20])[CH:17]=[N:16]2)=[CH:4][CH:5]=1.[CH3:10][O:9][C:6]1[CH:7]=[CH:8][C:3]([CH2:2][N:16]2[CH:17]=[C:18]([C:19]([O:21][CH3:22])=[O:20])[C:14]([CH2:13][O:12][CH3:11])=[N:15]2)=[CH:4][CH:5]=1. (4) Given the reactants [H-].[Na+].[NH:3]1[CH:7]=[CH:6][CH:5]=[N:4]1.[CH2:8]([O:10][C:11]([C:13]1[CH:14]=[N:15][N:16]([CH3:19])[C:17]=1Cl)=[O:12])[CH3:9].O, predict the reaction product. The product is: [CH2:8]([O:10][C:11]([C:13]1[CH:14]=[N:15][N:16]([CH3:19])[C:17]=1[N:3]1[CH:7]=[CH:6][CH:5]=[N:4]1)=[O:12])[CH3:9]. (5) Given the reactants Cl[C:2]([O:4][C:5]1[CH:10]=[CH:9][C:8]([CH2:11][C:12]2[CH:17]=[CH:16][C:15]([C:18]([F:21])([F:20])[F:19])=[CH:14][CH:13]=2)=[CH:7][CH:6]=1)=[O:3].[NH:22]1[CH2:27][CH2:26][CH:25]([O:28][C:29]2[CH:34]=[CH:33][C:32]([CH2:35][C:36]([O-:38])=[O:37])=[CH:31][CH:30]=2)[CH2:24][CH2:23]1.[Na+].[Cl-].[Na+], predict the reaction product. The product is: [F:19][C:18]([F:21])([F:20])[C:15]1[CH:16]=[CH:17][C:12]([CH2:11][C:8]2[CH:9]=[CH:10][C:5]([O:4][C:2]([N:22]3[CH2:23][CH2:24][CH:25]([O:28][C:29]4[CH:34]=[CH:33][C:32]([CH2:35][C:36]([OH:38])=[O:37])=[CH:31][CH:30]=4)[CH2:26][CH2:27]3)=[O:3])=[CH:6][CH:7]=2)=[CH:13][CH:14]=1. (6) The product is: [Br:4][C:5]1[C:6]2[C:15]([CH:16]=[CH:17][CH:18]=1)=[CH:14][C:13]1[C:8](=[CH:9][CH:10]=[C:11]3[CH:23]=[CH:22][CH:21]=[CH:20][C:12]3=1)[CH:7]=2. Given the reactants [PH2](O)=O.[Br:4][C:5]1[CH:18]=[CH:17][CH:16]=[C:15]2[C:6]=1[C:7](=O)[C:8]1[C:13]([C:14]2=O)=[C:12]2[CH:20]=[CH:21][CH:22]=[CH:23][C:11]2=[CH:10][CH:9]=1.I, predict the reaction product. (7) Given the reactants [CH3:1][O:2][C:3]([C:5]1[S:6][C:7]([C:11]2[CH:16]=[CH:15][CH:14]=[CH:13][CH:12]=2)=[CH:8][C:9]=1[NH2:10])=[O:4].C(N(CC)CC)C.[Cl:24][C:25]1[CH:33]=[C:32]([Cl:34])[CH:31]=[CH:30][C:26]=1[C:27](Cl)=[O:28], predict the reaction product. The product is: [CH3:1][O:2][C:3]([C:5]1[S:6][C:7]([C:11]2[CH:16]=[CH:15][CH:14]=[CH:13][CH:12]=2)=[CH:8][C:9]=1[NH:10][C:27](=[O:28])[C:26]1[CH:30]=[CH:31][C:32]([Cl:34])=[CH:33][C:25]=1[Cl:24])=[O:4].